This data is from Forward reaction prediction with 1.9M reactions from USPTO patents (1976-2016). The task is: Predict the product of the given reaction. Given the reactants [CH3:1][N:2]([CH2:25][CH2:26][CH2:27][C:28](OC)=[O:29])[C:3]([C:5]1[CH:6]=[C:7]2[C:15](=[CH:16][CH:17]=1)[N:14]([CH3:18])[C:13]1[CH2:12][CH2:11][C@@H:10]([CH:19]3[CH2:24][CH2:23][O:22][CH2:21][CH2:20]3)[CH2:9][C:8]2=1)=[O:4].[OH-].[Li+].C(N(CC)C(C)C)(C)C.[CH2:43]([CH2:45][NH2:46])[OH:44].CN(C(ON1N=NC2C=CC=NC1=2)=[N+](C)C)C.F[P-](F)(F)(F)(F)F, predict the reaction product. The product is: [OH:44][CH2:43][CH2:45][NH:46][C:28](=[O:29])[CH2:27][CH2:26][CH2:25][N:2]([CH3:1])[C:3]([C:5]1[CH:6]=[C:7]2[C:15](=[CH:16][CH:17]=1)[N:14]([CH3:18])[C:13]1[CH2:12][CH2:11][C@@H:10]([CH:19]3[CH2:20][CH2:21][O:22][CH2:23][CH2:24]3)[CH2:9][C:8]2=1)=[O:4].